This data is from Reaction yield outcomes from USPTO patents with 853,638 reactions. The task is: Predict the reaction yield, written as a fraction of the theoretical maximum amount of product (1.0 means a 100% yield; for example, 0.34 means a 34% yield). (1) The reactants are [Cl:1][C:2]1[CH:14]=[CH:13][CH:12]=[CH:11][C:3]=1[CH2:4][C:5]1[S:9][C:8]([NH2:10])=[N:7][CH:6]=1.[Br:15][CH:16]([C:20]1[CH:25]=[CH:24][CH:23]=[CH:22][CH:21]=1)[C:17](O)=[O:18].C(N(CC)CC)C.F[P-](F)(F)(F)(F)F.N1(OC(N(C)C)=[N+](C)C)C2N=CC=CC=2N=N1. The catalyst is C(#N)C. The product is [Br:15][CH:16]([C:20]1[CH:25]=[CH:24][CH:23]=[CH:22][CH:21]=1)[C:17]([NH:10][C:8]1[S:9][C:5]([CH2:4][C:3]2[CH:11]=[CH:12][CH:13]=[CH:14][C:2]=2[Cl:1])=[CH:6][N:7]=1)=[O:18]. The yield is 0.750. (2) The reactants are [CH2:1]([O:3][C:4]1[N:5]([CH2:12][C:13]2[CH:18]=[CH:17][C:16]([C:19]3[C:20]([C:25]#[N:26])=[CH:21][CH:22]=[CH:23][CH:24]=3)=[CH:15][CH:14]=2)[C:6](=[O:11])[CH:7]=[C:8]([CH3:10])[N:9]=1)[CH3:2].C([O-])(=O)C.[Na+].[Br:32]Br. The catalyst is C(O)(=O)C.C(OCC)(=O)C. The product is [Br:32][C:7]1[C:6](=[O:11])[N:5]([CH2:12][C:13]2[CH:18]=[CH:17][C:16]([C:19]3[C:20]([C:25]#[N:26])=[CH:21][CH:22]=[CH:23][CH:24]=3)=[CH:15][CH:14]=2)[C:4]([O:3][CH2:1][CH3:2])=[N:9][C:8]=1[CH3:10]. The yield is 0.940. (3) The reactants are [CH3:1][C:2]([N:7]1[CH:11]=[C:10]([NH:12][C:13]2[N:18]=[C:17]([NH:19][CH3:20])[C:16]([C:21]([F:24])([F:23])[F:22])=[CH:15][N:14]=2)[C:9]([CH3:25])=[N:8]1)([CH3:6])[C:3]([NH2:5])=O. The catalyst is O=P(Cl)(Cl)Cl. The product is [CH3:6][C:2]([N:7]1[CH:11]=[C:10]([NH:12][C:13]2[N:18]=[C:17]([NH:19][CH3:20])[C:16]([C:21]([F:22])([F:24])[F:23])=[CH:15][N:14]=2)[C:9]([CH3:25])=[N:8]1)([CH3:1])[C:3]#[N:5]. The yield is 0.420. (4) The reactants are O.[O:2]=[CH:3][C@@H:4]([C@H:6]([C@@H:8]([C@@H:10]([CH2:12][OH:13])[OH:11])[OH:9])[OH:7])[OH:5].[C:14]([O-:26])(=[O:25])[CH2:15][C:16]([CH2:21][C:22]([O-:24])=[O:23])([C:18]([O-:20])=[O:19])[OH:17].[NH4+:27].[NH4+].[NH4+]. No catalyst specified. The product is [C:14]([O-:26])(=[O:25])[CH2:15][C:16]([CH2:21][C:22]([O-:24])=[O:23])([C:18]([O-:20])=[O:19])[OH:17].[NH4+:27].[NH4+:27].[NH4+:27].[O:2]=[CH:3][C@@H:4]([C@H:6]([C@@H:8]([C@@H:10]([CH2:12][OH:13])[OH:11])[OH:9])[OH:7])[OH:5]. The yield is 0.250. (5) The reactants are [CH3:1][C:2]1[O:6][N:5]=[C:4]([C:7]2[CH:12]=[CH:11][CH:10]=[CH:9][CH:8]=2)[C:3]=1[CH2:13][O:14][C:15]1[N:20]=[CH:19][C:18]([C:21]([NH:23][CH:24]2[CH2:29][CH2:28][CH2:27][N:26]([CH2:30][C:31]([OH:33])=O)[CH2:25]2)=[O:22])=[CH:17][CH:16]=1.[NH2:34][CH:35]1[CH2:40][CH2:39][O:38][CH2:37][CH2:36]1. No catalyst specified. The product is [CH3:1][C:2]1[O:6][N:5]=[C:4]([C:7]2[CH:8]=[CH:9][CH:10]=[CH:11][CH:12]=2)[C:3]=1[CH2:13][O:14][C:15]1[CH:16]=[CH:17][C:18]([C:21]([NH:23][CH:24]2[CH2:29][CH2:28][CH2:27][N:26]([CH2:30][C:31](=[O:33])[NH:34][CH:35]3[CH2:40][CH2:39][O:38][CH2:37][CH2:36]3)[CH2:25]2)=[O:22])=[CH:19][N:20]=1. The yield is 0.740.